Dataset: Catalyst prediction with 721,799 reactions and 888 catalyst types from USPTO. Task: Predict which catalyst facilitates the given reaction. (1) Reactant: Cl[C:2]1[CH:7]=[CH:6][N:5]=[C:4]2[CH:8]=[C:9]([C:11]([N:13]3[CH2:17][CH2:16][CH2:15][CH2:14]3)=[O:12])[S:10][C:3]=12.[CH3:18][C:19]1[NH:20][C:21]2[C:26]([CH:27]=1)=[CH:25][C:24]([NH2:28])=[CH:23][CH:22]=2. Product: [CH3:18][C:19]1[NH:20][C:21]2[C:26]([CH:27]=1)=[CH:25][C:24]([NH:28][C:2]1[CH:7]=[CH:6][N:5]=[C:4]3[CH:8]=[C:9]([C:11]([N:13]4[CH2:17][CH2:16][CH2:15][CH2:14]4)=[O:12])[S:10][C:3]=13)=[CH:23][CH:22]=2. The catalyst class is: 14. (2) Reactant: Cl.[CH3:2][C@@H:3]1[CH2:7][CH2:6][CH2:5][N:4]1[CH2:8][CH2:9][C:10]1[CH:15]=[CH:14][C:13](B(O)O)=[CH:12][CH:11]=1.Cl[C:20]1[CH:25]=[CH:24][C:23]([C:26]2([C:31]([OH:33])=[O:32])[CH2:30][CH2:29][CH2:28][CH2:27]2)=[CH:22][CH:21]=1.C([O-])([O-])=O.[Na+].[Na+]. Product: [CH3:2][C@@H:3]1[CH2:7][CH2:6][CH2:5][N:4]1[CH2:8][CH2:9][C:10]1[CH:15]=[CH:14][C:13]([C:20]2[CH:25]=[CH:24][C:23]([C:26]3([C:31]([OH:33])=[O:32])[CH2:30][CH2:29][CH2:28][CH2:27]3)=[CH:22][CH:21]=2)=[CH:12][CH:11]=1. The catalyst class is: 38. (3) Reactant: C([O-])([O-])=O.[Cs+].[Cs+].Br[C:8]1[N:13]=[C:12]([CH2:14][N:15]([CH3:52])[C:16]([C:18]2[CH:51]=[CH:50][C:21]([CH2:22][C@H:23]3[CH2:27][CH2:26][C@@H:25]([C@H:28]([O:35][Si:36]([C:39]([CH3:42])([CH3:41])[CH3:40])([CH3:38])[CH3:37])[C:29]4[CH:34]=[CH:33][CH:32]=[CH:31][CH:30]=4)[N:24]3[C:43]([O:45][C:46]([CH3:49])([CH3:48])[CH3:47])=[O:44])=[CH:20][CH:19]=2)=[O:17])[CH:11]=[CH:10][CH:9]=1.CC(CC(C)=O)=O.[OH-].[NH4+:61]. Product: [NH2:61][C:8]1[N:13]=[C:12]([CH2:14][N:15]([CH3:52])[C:16]([C:18]2[CH:51]=[CH:50][C:21]([CH2:22][C@H:23]3[CH2:27][CH2:26][C@@H:25]([C@H:28]([O:35][Si:36]([C:39]([CH3:42])([CH3:41])[CH3:40])([CH3:38])[CH3:37])[C:29]4[CH:34]=[CH:33][CH:32]=[CH:31][CH:30]=4)[N:24]3[C:43]([O:45][C:46]([CH3:49])([CH3:48])[CH3:47])=[O:44])=[CH:20][CH:19]=2)=[O:17])[CH:11]=[CH:10][CH:9]=1. The catalyst class is: 471.